This data is from Forward reaction prediction with 1.9M reactions from USPTO patents (1976-2016). The task is: Predict the product of the given reaction. Given the reactants [OH:1][C:2]1[C:3]2[N:4]([C:9]([C:13]([NH:15][CH2:16][C:17]([NH:22]C(=O)OC(C)(C)C)([CH3:21])[CH2:18][CH2:19][CH3:20])=[O:14])=[C:10]([CH3:12])[N:11]=2)[CH:5]=[C:6]([CH3:8])[CH:7]=1.[F:30][C:31]1[C:38]([CH3:39])=[CH:37][CH:36]=[CH:35][C:32]=1[CH2:33]Br.C(=O)([O-])[O-].[Cs+].[Cs+].[I-].[K+].Cl, predict the reaction product. The product is: [NH2:22][C:17]([CH3:21])([CH2:18][CH2:19][CH3:20])[CH2:16][NH:15][C:13]([C:9]1[N:4]2[CH:5]=[C:6]([CH3:8])[CH:7]=[C:2]([O:1][CH2:33][C:32]3[CH:35]=[CH:36][CH:37]=[C:38]([CH3:39])[C:31]=3[F:30])[C:3]2=[N:11][C:10]=1[CH3:12])=[O:14].